From a dataset of Reaction yield outcomes from USPTO patents with 853,638 reactions. Predict the reaction yield, written as a fraction of the theoretical maximum amount of product (1.0 means a 100% yield; for example, 0.34 means a 34% yield). The yield is 0.850. The product is [CH:1]1([N:4]2[C:5]([C:9]3[CH:10]=[CH:11][N:12]=[CH:13][CH:14]=3)=[N:6][N:7]=[C:8]2[CH2:15][OH:16])[CH2:3][CH2:2]1. The reactants are [CH:1]1([N:4]2[CH:8]=[N:7][N:6]=[C:5]2[C:9]2[CH:14]=[CH:13][N:12]=[CH:11][CH:10]=2)[CH2:3][CH2:2]1.[CH2:15]=[O:16]. No catalyst specified.